From a dataset of NCI-60 drug combinations with 297,098 pairs across 59 cell lines. Regression. Given two drug SMILES strings and cell line genomic features, predict the synergy score measuring deviation from expected non-interaction effect. (1) Drug 1: C1=NC2=C(N1)C(=S)N=C(N2)N. Drug 2: CC1=C(N=C(N=C1N)C(CC(=O)N)NCC(C(=O)N)N)C(=O)NC(C(C2=CN=CN2)OC3C(C(C(C(O3)CO)O)O)OC4C(C(C(C(O4)CO)O)OC(=O)N)O)C(=O)NC(C)C(C(C)C(=O)NC(C(C)O)C(=O)NCCC5=NC(=CS5)C6=NC(=CS6)C(=O)NCCC[S+](C)C)O. Synergy scores: CSS=24.7, Synergy_ZIP=0.190, Synergy_Bliss=5.07, Synergy_Loewe=-7.89, Synergy_HSA=1.07. Cell line: COLO 205. (2) Drug 1: CC1=C2C(C(=O)C3(C(CC4C(C3C(C(C2(C)C)(CC1OC(=O)C(C(C5=CC=CC=C5)NC(=O)OC(C)(C)C)O)O)OC(=O)C6=CC=CC=C6)(CO4)OC(=O)C)OC)C)OC. Drug 2: CS(=O)(=O)CCNCC1=CC=C(O1)C2=CC3=C(C=C2)N=CN=C3NC4=CC(=C(C=C4)OCC5=CC(=CC=C5)F)Cl. Cell line: MDA-MB-435. Synergy scores: CSS=85.2, Synergy_ZIP=15.5, Synergy_Bliss=14.2, Synergy_Loewe=-15.3, Synergy_HSA=11.9. (3) Drug 1: CC(C1=C(C=CC(=C1Cl)F)Cl)OC2=C(N=CC(=C2)C3=CN(N=C3)C4CCNCC4)N. Drug 2: N.N.Cl[Pt+2]Cl. Cell line: NCI-H460. Synergy scores: CSS=4.09, Synergy_ZIP=3.06, Synergy_Bliss=9.50, Synergy_Loewe=5.04, Synergy_HSA=7.73. (4) Drug 1: CN(C)C1=NC(=NC(=N1)N(C)C)N(C)C. Drug 2: C1=NC2=C(N=C(N=C2N1C3C(C(C(O3)CO)O)F)Cl)N. Cell line: SF-268. Synergy scores: CSS=15.7, Synergy_ZIP=-0.787, Synergy_Bliss=3.20, Synergy_Loewe=-36.2, Synergy_HSA=-1.42. (5) Drug 1: CC1CCC2CC(C(=CC=CC=CC(CC(C(=O)C(C(C(=CC(C(=O)CC(OC(=O)C3CCCCN3C(=O)C(=O)C1(O2)O)C(C)CC4CCC(C(C4)OC)O)C)C)O)OC)C)C)C)OC. Drug 2: CC1C(C(CC(O1)OC2CC(CC3=C2C(=C4C(=C3O)C(=O)C5=C(C4=O)C(=CC=C5)OC)O)(C(=O)CO)O)N)O.Cl. Cell line: UACC-257. Synergy scores: CSS=36.4, Synergy_ZIP=2.08, Synergy_Bliss=3.74, Synergy_Loewe=5.31, Synergy_HSA=5.36. (6) Drug 1: COC1=C(C=C2C(=C1)N=CN=C2NC3=CC(=C(C=C3)F)Cl)OCCCN4CCOCC4. Drug 2: CC12CCC3C(C1CCC2=O)CC(=C)C4=CC(=O)C=CC34C. Cell line: HOP-62. Synergy scores: CSS=24.2, Synergy_ZIP=-1.38, Synergy_Bliss=0.788, Synergy_Loewe=1.48, Synergy_HSA=2.92. (7) Drug 1: COC1=C(C=C2C(=C1)N=CN=C2NC3=CC(=C(C=C3)F)Cl)OCCCN4CCOCC4. Drug 2: N.N.Cl[Pt+2]Cl. Cell line: M14. Synergy scores: CSS=11.2, Synergy_ZIP=-2.70, Synergy_Bliss=2.25, Synergy_Loewe=-2.75, Synergy_HSA=0.226.